This data is from Forward reaction prediction with 1.9M reactions from USPTO patents (1976-2016). The task is: Predict the product of the given reaction. (1) Given the reactants [OH:1][CH:2]([C:11]1[CH:16]=[CH:15][C:14]([C:17]2[N:21]=[C:20]([C:22]3[O:26][N:25]=[C:24]([C:27]4[CH:32]=[CH:31][CH:30]=[CH:29][CH:28]=4)[C:23]=3[C:33]([F:36])([F:35])[F:34])[O:19][N:18]=2)=[CH:13][CH:12]=1)[C:3]([NH:5][CH2:6][CH2:7][C:8](O)=[O:9])=[O:4].Cl.[F:38][C:39]1([F:43])[CH2:42][NH:41][CH2:40]1.CN1CCOCC1.CN(C(ON1N=NC2C=CC=NC1=2)=[N+](C)C)C.F[P-](F)(F)(F)(F)F, predict the reaction product. The product is: [F:38][C:39]1([F:43])[CH2:42][N:41]([C:8](=[O:9])[CH2:7][CH2:6][NH:5][C:3](=[O:4])[CH:2]([OH:1])[C:11]2[CH:12]=[CH:13][C:14]([C:17]3[N:21]=[C:20]([C:22]4[O:26][N:25]=[C:24]([C:27]5[CH:28]=[CH:29][CH:30]=[CH:31][CH:32]=5)[C:23]=4[C:33]([F:35])([F:34])[F:36])[O:19][N:18]=3)=[CH:15][CH:16]=2)[CH2:40]1. (2) Given the reactants [C:1]([C:3]1[CH:8]=[CH:7][C:6]([CH:9]2[N:14]([CH:15]([CH3:20])[C:16]([O:18]C)=[O:17])[C:13](=[O:21])[N:12]([C:22]3[CH:27]=[CH:26][CH:25]=[C:24]([C:28]([F:31])([F:30])[F:29])[CH:23]=3)[C:11]3[CH2:32][CH2:33][C:34](=[O:35])[C:10]2=3)=[CH:5][CH:4]=1)#[N:2].[OH-].[Li+].O, predict the reaction product. The product is: [C:1]([C:3]1[CH:4]=[CH:5][C:6]([CH:9]2[N:14]([CH:15]([CH3:20])[C:16]([OH:18])=[O:17])[C:13](=[O:21])[N:12]([C:22]3[CH:27]=[CH:26][CH:25]=[C:24]([C:28]([F:31])([F:29])[F:30])[CH:23]=3)[C:11]3[CH2:32][CH2:33][C:34](=[O:35])[C:10]2=3)=[CH:7][CH:8]=1)#[N:2]. (3) Given the reactants [Cl:1][C:2]1[CH:3]=[N:4][C:5]([C:8]#[N:9])=[N:6][CH:7]=1.ClC1C=CC(C2[N:21]=[C:20]([C:22]3[CH:27]=[CH:26][C:25]([CH2:28][CH:29]([CH3:31])[CH3:30])=[CH:24][CH:23]=3)[O:19]N=2)=CN=1, predict the reaction product. The product is: [Cl:1][C:2]1[CH:3]=[N:4][C:5]([C:8]2[N:21]=[C:20]([C:22]3[CH:27]=[CH:26][C:25]([CH2:28][CH:29]([CH3:31])[CH3:30])=[CH:24][CH:23]=3)[O:19][N:9]=2)=[N:6][CH:7]=1. (4) Given the reactants FC1C=C(C=CC=1)CN1CCC(COC2C(C3CC3)=CC(C(OC)=O)=C(F)C=2)CC1.[Cl:31][C:32]1[CH:60]=[C:59]([F:61])[CH:58]=[CH:57][C:33]=1[CH2:34][N:35]1[CH2:40][CH2:39][CH2:38][C@@H:37]([CH2:41][O:42][C:43]2[C:52]([CH:53]3[CH2:55][CH2:54]3)=[CH:51][C:46]([C:47]([O:49]C)=[O:48])=[C:45]([F:56])[CH:44]=2)[CH2:36]1, predict the reaction product. The product is: [Cl:31][C:32]1[CH:60]=[C:59]([F:61])[CH:58]=[CH:57][C:33]=1[CH2:34][N:35]1[CH2:40][CH2:39][CH2:38][C@@H:37]([CH2:41][O:42][C:43]2[C:52]([CH:53]3[CH2:54][CH2:55]3)=[CH:51][C:46]([C:47]([OH:49])=[O:48])=[C:45]([F:56])[CH:44]=2)[CH2:36]1.